From a dataset of Forward reaction prediction with 1.9M reactions from USPTO patents (1976-2016). Predict the product of the given reaction. (1) Given the reactants [NH2:1][C@@H:2]([CH3:37])[C@@H:3]([C:27]1[CH:28]=[CH:29][C:30]2[CH2:35][O:34][CH2:33][O:32][C:31]=2[CH:36]=1)[O:4][C:5]1[CH:6]=[C:7]2[C:11](=[CH:12][CH:13]=1)[N:10]([C:14]1[CH:15]=[C:16]([CH:24]=[CH:25][CH:26]=1)[C:17]([O:19][CH2:20][CH:21]([CH3:23])[CH3:22])=[O:18])[N:9]=[CH:8]2.[F:38][C:39]([F:44])([CH3:43])[C:40](O)=[O:41].CN(C(ON1N=NC2C=CC=CC1=2)=[N+](C)C)C.F[P-](F)(F)(F)(F)F.C(N(C(C)C)C(C)C)C, predict the reaction product. The product is: [O:32]1[C:31]2[CH:36]=[C:27]([C@@H:3]([O:4][C:5]3[CH:6]=[C:7]4[C:11](=[CH:12][CH:13]=3)[N:10]([C:14]3[CH:15]=[C:16]([CH:24]=[CH:25][CH:26]=3)[C:17]([O:19][CH2:20][CH:21]([CH3:22])[CH3:23])=[O:18])[N:9]=[CH:8]4)[C@@H:2]([NH:1][C:40](=[O:41])[C:39]([F:44])([F:38])[CH3:43])[CH3:37])[CH:28]=[CH:29][C:30]=2[CH2:35][O:34][CH2:33]1. (2) Given the reactants O=[C:2]1[CH2:5][N:4]([C:6]([O:8][C:9]([CH3:12])([CH3:11])[CH3:10])=[O:7])[CH2:3]1.[CH3:13][C:14]([S:17]([NH2:19])=[O:18])([CH3:16])[CH3:15], predict the reaction product. The product is: [C:14]([S:17]([N:19]=[C:2]1[CH2:5][N:4]([C:6]([O:8][C:9]([CH3:12])([CH3:11])[CH3:10])=[O:7])[CH2:3]1)=[O:18])([CH3:16])([CH3:15])[CH3:13]. (3) Given the reactants [CH3:1][N:2]1[C:6]([NH2:7])=[CH:5][N:4]=[N:3]1.Br[C:9]1[C:10](=[O:17])[N:11]([CH3:16])[CH:12]=[C:13]([Br:15])[CH:14]=1.C(=O)([O-])[O-].[Cs+].[Cs+].CC1(C)C2C(=C(P(C3C=CC=CC=3)C3C=CC=CC=3)C=CC=2)OC2C(P(C3C=CC=CC=3)C3C=CC=CC=3)=CC=CC1=2, predict the reaction product. The product is: [Br:15][C:13]1[CH:14]=[C:9]([NH:7][C:6]2[N:2]([CH3:1])[N:3]=[N:4][CH:5]=2)[C:10](=[O:17])[N:11]([CH3:16])[CH:12]=1. (4) Given the reactants [NH2:1][C:2]1[C:11]2[N:12]=[C:13]([CH2:27][O:28][CH2:29][CH3:30])[N:14]([CH2:15][C:16]([NH:19]C(=O)OC(C)(C)C)([CH3:18])[CH3:17])[C:10]=2[C:9]2[CH:8]=[CH:7][CH:6]=[CH:5][C:4]=2[N:3]=1.Cl, predict the reaction product. The product is: [NH2:19][C:16]([CH3:17])([CH3:18])[CH2:15][N:14]1[C:10]2[C:9]3[CH:8]=[CH:7][CH:6]=[CH:5][C:4]=3[N:3]=[C:2]([NH2:1])[C:11]=2[N:12]=[C:13]1[CH2:27][O:28][CH2:29][CH3:30]. (5) Given the reactants [C:1]([O:10]C)(=[O:9])[C:2]1[C:3](=[CH:5][CH:6]=[CH:7][CH:8]=1)[OH:4].C(=O)([O-])[O-].[K+].[K+], predict the reaction product. The product is: [CH:7]1[CH:8]=[C:2]([C:1]([OH:10])=[O:9])[C:3]([OH:4])=[CH:5][CH:6]=1. (6) Given the reactants S(O)(O)(=O)=O.[CH2:6]([CH:8]([N:11]1[C:15]([NH2:16])=[C:14]([NH2:17])[C:13]([CH3:18])=[N:12]1)[CH2:9][CH3:10])[CH3:7].[C:19](O)(=[O:23])[C:20]([CH3:22])=O.CCN=C=NCCCN(C)C.Cl, predict the reaction product. The product is: [CH2:6]([CH:8]([N:11]1[C:15]2=[N:16][C:20]([CH3:22])=[C:19]([OH:23])[N:17]=[C:14]2[C:13]([CH3:18])=[N:12]1)[CH2:9][CH3:10])[CH3:7]. (7) Given the reactants [F:1][C:2]1([F:56])[C:6]2[N:7]([CH2:14][C:15](N[C@H](C3C(C4C=CC=C5C=4N(C)N=C5NS(C)(=O)=O)=CC=C(C#CC(O)(C)C)N=3)CC3C=C(F)C=C(F)C=3)=[O:16])[N:8]=[C:9]([C:10]([F:13])([F:12])[F:11])[C:5]=2[C@H:4]2[CH2:55][C@@H:3]12.[NH2:57][C@H:58]([C:68]1[C:73]([C:74]2[N:79]3[C:80]([CH3:88])=[N:81][C:82]([NH:83][S:84]([CH3:87])(=[O:86])=[O:85])=[C:78]3[CH:77]=[CH:76][CH:75]=2)=[CH:72][CH:71]=[C:70]([C:89]#[C:90][C:91]([OH:94])([CH3:93])[CH3:92])[N:69]=1)[CH2:59][C:60]1[CH:65]=[C:64]([F:66])[CH:63]=[C:62]([F:67])[CH:61]=1.FC1(F)C2N(CC(O)=O)N=C(C(F)(F)F)C=2[C@H]2C[C@@H]12, predict the reaction product. The product is: [F:56][C:2]1([F:1])[C:6]2[N:7]([CH2:14][C:15]([NH:57][C@H:58]([C:68]3[C:73]([C:74]4[N:79]5[C:80]([CH3:88])=[N:81][C:82]([NH:83][S:84]([CH3:87])(=[O:86])=[O:85])=[C:78]5[CH:77]=[CH:76][CH:75]=4)=[CH:72][CH:71]=[C:70]([C:89]#[C:90][C:91]([OH:94])([CH3:92])[CH3:93])[N:69]=3)[CH2:59][C:60]3[CH:61]=[C:62]([F:67])[CH:63]=[C:64]([F:66])[CH:65]=3)=[O:16])[N:8]=[C:9]([C:10]([F:13])([F:12])[F:11])[C:5]=2[C@H:4]2[CH2:55][C@@H:3]12. (8) Given the reactants [Cl-].C[NH2+]C[CH2:5][CH2:6][C:7]([NH:9][CH2:10][CH2:11][F:12])=[O:8].[CH3:13][N:14]1[C:26]2[CH2:25][CH2:24][CH:23]([CH:27]3[CH2:32][CH2:31][O:30][CH2:29][CH2:28]3)[CH2:22][C:21]=2[C:20]2[C:15]1=[CH:16][CH:17]=[C:18](C(O)=O)[CH:19]=2.CCN(C(C)C)C(C)C.CN(C(ON1N=NC2C=CC=NC1=2)=[N+](C)C)C.F[P-](F)(F)(F)(F)F.[CH3:69][N:70]([CH:72]=[O:73])[CH3:71], predict the reaction product. The product is: [F:12][CH2:11][CH2:10][NH:9][C:7](=[O:8])[CH2:6][CH2:5][CH2:69][N:70]([CH3:71])[C:72]([C:18]1[CH:19]=[C:20]2[C:15](=[CH:16][CH:17]=1)[N:14]([CH3:13])[C:26]1[CH2:25][CH2:24][CH:23]([CH:27]3[CH2:32][CH2:31][O:30][CH2:29][CH2:28]3)[CH2:22][C:21]2=1)=[O:73]. (9) Given the reactants [CH2:1]([N:8]1[CH:17]=[C:16](Br)[C:15]2[C:10](=[CH:11][CH:12]=[CH:13][CH:14]=2)[C:9]1=[O:19])[C:2]1[CH:7]=[CH:6][CH:5]=[CH:4][CH:3]=1.[CH3:20][C:21]1[C:25](B2OC(C)(C)C(C)(C)O2)=[C:24]([CH3:35])[O:23][N:22]=1.C([O-])([O-])=O.[Na+].[Na+], predict the reaction product. The product is: [CH2:1]([N:8]1[CH:17]=[C:16]([C:25]2[C:21]([CH3:20])=[N:22][O:23][C:24]=2[CH3:35])[C:15]2[C:10](=[CH:11][CH:12]=[CH:13][CH:14]=2)[C:9]1=[O:19])[C:2]1[CH:7]=[CH:6][CH:5]=[CH:4][CH:3]=1.